This data is from Reaction yield outcomes from USPTO patents with 853,638 reactions. The task is: Predict the reaction yield, written as a fraction of the theoretical maximum amount of product (1.0 means a 100% yield; for example, 0.34 means a 34% yield). The reactants are CC1C=C(N2CCN(CCOC3C=CC=CC=3)C2=O)SC=1C(O)=O.[F:25][C:26]1[CH:47]=[CH:46][C:29]([CH2:30][N:31]2[CH2:35][CH2:34][N:33]([C:36]3[S:40][C:39]([C:41](O)=[O:42])=[C:38]([CH3:44])[CH:37]=3)[C:32]2=[O:45])=[CH:28][CH:27]=1.[S:48]1[CH:52]=[CH:51][CH:50]=[C:49]1[CH2:53][NH2:54]. No catalyst specified. The product is [F:25][C:26]1[CH:47]=[CH:46][C:29]([CH2:30][N:31]2[CH2:35][CH2:34][N:33]([C:36]3[S:40][C:39]([C:41]([NH:54][CH2:53][C:49]4[S:48][CH:52]=[CH:51][CH:50]=4)=[O:42])=[C:38]([CH3:44])[CH:37]=3)[C:32]2=[O:45])=[CH:28][CH:27]=1. The yield is 0.820.